Dataset: Catalyst prediction with 721,799 reactions and 888 catalyst types from USPTO. Task: Predict which catalyst facilitates the given reaction. (1) The catalyst class is: 9. Reactant: [Br:1][C:2]1[C:3]([F:13])=[C:4]([OH:12])[C:5]([O:9][CH2:10][CH3:11])=[CH:6][C:7]=1[Br:8].CI.[C:16](=O)([O-])[O-].[K+].[K+].O. Product: [Br:8][C:7]1[CH:6]=[C:5]([O:9][CH2:10][CH3:11])[C:4]([O:12][CH3:16])=[C:3]([F:13])[C:2]=1[Br:1]. (2) Reactant: [C:1]([N:4]1[CH2:9][CH:8]=[C:7]([C:10]2[C:18]3[S:17][C:16]([NH:19][C:20]([N:22]4[CH2:27][CH2:26][O:25][CH2:24][CH2:23]4)=[O:21])=[N:15][C:14]=3[C:13]([O:28][CH3:29])=[CH:12][CH:11]=2)[CH2:6][CH2:5]1)(=[O:3])[CH3:2]. Product: [C:1]([N:4]1[CH2:9][CH2:8][CH:7]([C:10]2[C:18]3[S:17][C:16]([NH:19][C:20]([N:22]4[CH2:27][CH2:26][O:25][CH2:24][CH2:23]4)=[O:21])=[N:15][C:14]=3[C:13]([O:28][CH3:29])=[CH:12][CH:11]=2)[CH2:6][CH2:5]1)(=[O:3])[CH3:2]. The catalyst class is: 19.